Dataset: NCI-60 drug combinations with 297,098 pairs across 59 cell lines. Task: Regression. Given two drug SMILES strings and cell line genomic features, predict the synergy score measuring deviation from expected non-interaction effect. (1) Drug 1: C1CCN(CC1)CCOC2=CC=C(C=C2)C(=O)C3=C(SC4=C3C=CC(=C4)O)C5=CC=C(C=C5)O. Drug 2: C1CC(=O)NC(=O)C1N2CC3=C(C2=O)C=CC=C3N. Cell line: NCI-H322M. Synergy scores: CSS=3.24, Synergy_ZIP=0.493, Synergy_Bliss=-0.376, Synergy_Loewe=-3.09, Synergy_HSA=-2.39. (2) Cell line: SK-MEL-28. Drug 1: C1=CC(=CC=C1C#N)C(C2=CC=C(C=C2)C#N)N3C=NC=N3. Synergy scores: CSS=-1.73, Synergy_ZIP=2.71, Synergy_Bliss=1.83, Synergy_Loewe=0.527, Synergy_HSA=-1.31. Drug 2: C1C(C(OC1N2C=NC3=C2NC=NCC3O)CO)O. (3) Drug 1: COC1=NC(=NC2=C1N=CN2C3C(C(C(O3)CO)O)O)N. Drug 2: CCN(CC)CCNC(=O)C1=C(NC(=C1C)C=C2C3=C(C=CC(=C3)F)NC2=O)C. Cell line: HCT116. Synergy scores: CSS=-13.2, Synergy_ZIP=7.09, Synergy_Bliss=3.05, Synergy_Loewe=-10.1, Synergy_HSA=-8.56. (4) Drug 1: C1C(C(OC1N2C=NC3=C(N=C(N=C32)Cl)N)CO)O. Drug 2: C1C(C(OC1N2C=NC(=NC2=O)N)CO)O. Cell line: MDA-MB-435. Synergy scores: CSS=38.9, Synergy_ZIP=-0.784, Synergy_Bliss=-4.17, Synergy_Loewe=-10.4, Synergy_HSA=-5.32. (5) Drug 1: CN(C)C1=NC(=NC(=N1)N(C)C)N(C)C. Drug 2: CCC1(CC2CC(C3=C(CCN(C2)C1)C4=CC=CC=C4N3)(C5=C(C=C6C(=C5)C78CCN9C7C(C=CC9)(C(C(C8N6C)(C(=O)OC)O)OC(=O)C)CC)OC)C(=O)OC)O.OS(=O)(=O)O. Cell line: A498. Synergy scores: CSS=4.65, Synergy_ZIP=-5.11, Synergy_Bliss=-8.52, Synergy_Loewe=-99.6, Synergy_HSA=-12.9. (6) Drug 1: CC1=C(C=C(C=C1)NC(=O)C2=CC=C(C=C2)CN3CCN(CC3)C)NC4=NC=CC(=N4)C5=CN=CC=C5. Drug 2: CC(C)CN1C=NC2=C1C3=CC=CC=C3N=C2N. Cell line: UACC62. Synergy scores: CSS=2.05, Synergy_ZIP=-0.999, Synergy_Bliss=-0.364, Synergy_Loewe=-0.132, Synergy_HSA=-0.114.